From a dataset of Buchwald-Hartwig C-N cross coupling reaction yields with 55,370 reactions. Predict the reaction yield, written as a fraction of the theoretical maximum amount of product (1.0 means a 100% yield; for example, 0.34 means a 34% yield). (1) The reactants are Brc1ccccn1.Cc1ccc(N)cc1.O=S(=O)(O[Pd]1c2ccccc2-c2ccccc2N~1)C(F)(F)F.CC(C)c1cc(C(C)C)c(-c2ccccc2P(C(C)(C)C)C(C)(C)C)c(C(C)C)c1.CN1CCCN2CCCN=C12.CCOC(=O)c1cnoc1C. No catalyst specified. The product is Cc1ccc(Nc2ccccn2)cc1. The yield is 0.611. (2) The reactants are CCc1ccc(I)cc1.Cc1ccc(N)cc1.O=S(=O)(O[Pd]1c2ccccc2-c2ccccc2N~1)C(F)(F)F.CC(C)c1cc(C(C)C)c(-c2ccccc2P(C2CCCCC2)C2CCCCC2)c(C(C)C)c1.CN(C)C(=NC(C)(C)C)N(C)C.Cc1cc(-n2cccc2)no1. No catalyst specified. The product is CCc1ccc(Nc2ccc(C)cc2)cc1. The yield is 0.374. (3) The reactants are CCc1ccc(I)cc1.Cc1ccc(N)cc1.O=S(=O)(O[Pd]1c2ccccc2-c2ccccc2N~1)C(F)(F)F.CC(C)c1cc(C(C)C)c(-c2ccccc2P(C(C)(C)C)C(C)(C)C)c(C(C)C)c1.CCN=P(N=P(N(C)C)(N(C)C)N(C)C)(N(C)C)N(C)C.Fc1cccc(F)c1-c1ccno1. No catalyst specified. The product is CCc1ccc(Nc2ccc(C)cc2)cc1. The yield is 0.281. (4) The reactants are COc1ccc(Cl)cc1.Cc1ccc(N)cc1.O=S(=O)(O[Pd]1c2ccccc2-c2ccccc2N~1)C(F)(F)F.COc1ccc(OC)c(P([C@]23C[C@H]4C[C@H](C[C@H](C4)C2)C3)[C@]23C[C@H]4C[C@H](C[C@H](C4)C2)C3)c1-c1c(C(C)C)cc(C(C)C)cc1C(C)C.CN(C)C(=NC(C)(C)C)N(C)C.c1ccc(CN(Cc2ccccc2)c2ccno2)cc1. No catalyst specified. The product is COc1ccc(Nc2ccc(C)cc2)cc1. The yield is 0. (5) The reactants are CCc1ccc(Cl)cc1.Cc1ccc(N)cc1.O=S(=O)(O[Pd]1c2ccccc2-c2ccccc2N~1)C(F)(F)F.COc1ccc(OC)c(P(C(C)(C)C)C(C)(C)C)c1-c1c(C(C)C)cc(C(C)C)cc1C(C)C.CCN=P(N=P(N(C)C)(N(C)C)N(C)C)(N(C)C)N(C)C.COC(=O)c1cc(-c2ccco2)on1. No catalyst specified. The product is CCc1ccc(Nc2ccc(C)cc2)cc1. The yield is 0.0495. (6) The reactants are COc1ccc(Br)cc1.Cc1ccc(N)cc1.O=S(=O)(O[Pd]1c2ccccc2-c2ccccc2N~1)C(F)(F)F.COc1ccc(OC)c(P(C(C)(C)C)C(C)(C)C)c1-c1c(C(C)C)cc(C(C)C)cc1C(C)C.CCN=P(N=P(N(C)C)(N(C)C)N(C)C)(N(C)C)N(C)C.c1ccc(-c2ccon2)cc1. No catalyst specified. The product is COc1ccc(Nc2ccc(C)cc2)cc1. The yield is 0.384. (7) The reactants are CCc1ccc(Br)cc1.Cc1ccc(N)cc1.O=S(=O)(O[Pd]1c2ccccc2-c2ccccc2N~1)C(F)(F)F.COc1ccc(OC)c(P([C@]23C[C@H]4C[C@H](C[C@H](C4)C2)C3)[C@]23C[C@H]4C[C@H](C[C@H](C4)C2)C3)c1-c1c(C(C)C)cc(C(C)C)cc1C(C)C.CN1CCCN2CCCN=C12.c1ccc(-c2ccon2)cc1. No catalyst specified. The product is CCc1ccc(Nc2ccc(C)cc2)cc1. The yield is 0.804.